Predict the reactants needed to synthesize the given product. From a dataset of Full USPTO retrosynthesis dataset with 1.9M reactions from patents (1976-2016). Given the product [CH3:22][N:20]1[CH:21]=[C:17]([C:14]2[CH:15]=[C:16]3[C:8]([C:6]4[N:7]=[C:2]([N:39]5[CH2:40][CH2:41][C@@H:37]([NH:36][C:29](=[O:30])[O:31][C:32]([CH3:34])([CH3:33])[CH3:35])[CH2:38]5)[CH:3]=[CH:4][CH:5]=4)=[N:9][N:10]([CH:23]4[CH2:28][CH2:27][CH2:26][CH2:25][O:24]4)[C:11]3=[CH:12][N:13]=2)[CH:18]=[N:19]1, predict the reactants needed to synthesize it. The reactants are: F[C:2]1[N:7]=[C:6]([C:8]2[C:16]3[C:11](=[CH:12][N:13]=[C:14]([C:17]4[CH:18]=[N:19][N:20]([CH3:22])[CH:21]=4)[CH:15]=3)[N:10]([CH:23]3[CH2:28][CH2:27][CH2:26][CH2:25][O:24]3)[N:9]=2)[CH:5]=[CH:4][CH:3]=1.[C:29]([NH:36][C@@H:37]1[CH2:41][CH2:40][NH:39][CH2:38]1)([O:31][C:32]([CH3:35])([CH3:34])[CH3:33])=[O:30].